This data is from Full USPTO retrosynthesis dataset with 1.9M reactions from patents (1976-2016). The task is: Predict the reactants needed to synthesize the given product. (1) Given the product [CH3:9][O:8][C:1]1[CH:7]=[C:6]([S:10]([OH:13])(=[O:12])=[O:11])[CH:5]=[CH:4][C:2]=1[OH:3], predict the reactants needed to synthesize it. The reactants are: [C:1]1([O:8][CH3:9])[C:2](=[CH:4][CH:5]=[CH:6][CH:7]=1)[OH:3].[S:10](=O)(=[O:13])([OH:12])[OH:11]. (2) Given the product [F:63][C:61]1[CH:60]=[CH:59][C:58]([C:64]([F:66])([F:65])[F:67])=[C:57]([CH:62]=1)[C:56]([N:53]1[CH2:54][CH2:55][N:50]([C:48](=[O:49])[CH2:47][NH:46][C:19](=[O:21])[C:18]2[CH:17]=[CH:16][C:15]([C:14]3[NH:10][N:11]=[N:12][N:13]=3)=[CH:23][CH:22]=2)[CH2:51][CH2:52]1)=[O:68], predict the reactants needed to synthesize it. The reactants are: CCN(C(C)C)C(C)C.[NH:10]1[C:14]([C:15]2[CH:23]=[CH:22][C:18]([C:19]([OH:21])=O)=[CH:17][CH:16]=2)=[N:13][N:12]=[N:11]1.C1C=CC2N(O)N=NC=2C=1.CCN=C=NCCCN(C)C.Cl.[NH2:46][CH2:47][C:48]([N:50]1[CH2:55][CH2:54][N:53]([C:56](=[O:68])[C:57]2[CH:62]=[C:61]([F:63])[CH:60]=[CH:59][C:58]=2[C:64]([F:67])([F:66])[F:65])[CH2:52][CH2:51]1)=[O:49].FC1C=CC(C(F)(F)F)=C(C=1)C(O)=O. (3) The reactants are: [CH3:1][O:2][C:3]1[CH:11]=[CH:10][C:6]([C:7](O)=[O:8])=[CH:5][C:4]=1/[CH:12]=[CH:13]/[C:14]1[CH:19]=[CH:18][C:17]([O:20][C:21]([F:24])([F:23])[F:22])=[CH:16][CH:15]=1.[CH:25]1([NH2:28])[CH2:27][CH2:26]1. Given the product [CH:25]1([NH:28][C:7](=[O:8])[C:6]2[CH:10]=[CH:11][C:3]([O:2][CH3:1])=[C:4](/[CH:12]=[CH:13]/[C:14]3[CH:15]=[CH:16][C:17]([O:20][C:21]([F:23])([F:22])[F:24])=[CH:18][CH:19]=3)[CH:5]=2)[CH2:27][CH2:26]1, predict the reactants needed to synthesize it. (4) Given the product [CH3:27][C:26]1([CH3:28])[C:22]([CH3:31])([CH3:21])[O:23][B:24](/[CH:29]=[CH:30]/[C:2]2[N:3]=[C:4]([CH2:7][N:8]3[CH2:13][CH2:12][O:11][CH2:10][CH2:9]3)[S:5][CH:6]=2)[O:25]1, predict the reactants needed to synthesize it. The reactants are: Br[C:2]1[N:3]=[C:4]([CH2:7][N:8]2[CH2:13][CH2:12][O:11][CH2:10][CH2:9]2)[S:5][CH:6]=1.C(N(CC)CC)C.[CH3:21][C:22]1([CH3:31])[C:26]([CH3:28])([CH3:27])[O:25][B:24]([CH:29]=[CH2:30])[O:23]1.C(OCC)(=O)C. (5) Given the product [I:19][C:17]1[CH:16]=[N:15][N:14]([CH2:13][CH2:12][N:24]2[CH2:25][CH2:26][N:21]([CH3:20])[CH2:22][CH2:23]2)[CH:18]=1, predict the reactants needed to synthesize it. The reactants are: CC1C=CC(S(O[CH2:12][CH2:13][N:14]2[CH:18]=[C:17]([I:19])[CH:16]=[N:15]2)(=O)=O)=CC=1.[CH3:20][N:21]1[CH2:26][CH2:25][NH:24][CH2:23][CH2:22]1. (6) Given the product [O:31]=[C:25]1[CH:24]([N:17]2[C:16](=[O:32])[C:15]3[C:19](=[CH:20][CH:21]=[CH:22][C:14]=3[CH2:13][NH:12][C:8]([NH:7][C:3]3[CH:2]=[C:1]([CH3:10])[CH:6]=[CH:5][CH:4]=3)=[O:9])[C:18]2=[O:23])[CH2:29][CH2:28][C:27](=[O:30])[NH:26]1, predict the reactants needed to synthesize it. The reactants are: [C:1]1([CH3:10])[CH:6]=[CH:5][CH:4]=[C:3]([N:7]=[C:8]=[O:9])[CH:2]=1.Cl.[NH2:12][CH2:13][C:14]1[CH:22]=[CH:21][CH:20]=[C:19]2[C:15]=1[C:16](=[O:32])[N:17]([CH:24]1[CH2:29][CH2:28][C:27](=[O:30])[NH:26][C:25]1=[O:31])[C:18]2=[O:23].C(N(CC)CC)C. (7) Given the product [CH3:15][C:10]1[CH:11]=[CH:12][CH:13]=[CH:14][C:9]=1[N:1]1[CH2:6][CH2:5][NH:4][CH2:3][C:2]1=[O:7], predict the reactants needed to synthesize it. The reactants are: [NH:1]1[CH2:6][CH2:5][NH:4][CH2:3][C:2]1=[O:7].I[C:9]1[CH:14]=[CH:13][CH:12]=[CH:11][C:10]=1[CH3:15].CNC1CCCCC1NC.P([O-])([O-])([O-])=O.[K+].[K+].[K+]. (8) Given the product [CH3:15][N:3]1[C:4](=[O:14])[C:5]2[Se:9][C:8]3[CH:10]=[CH:11][CH:12]=[CH:13][C:7]=3[C:6]=2[N:1]=[N:2]1, predict the reactants needed to synthesize it. The reactants are: [N:1]1[C:6]2[C:7]3[CH:13]=[CH:12][CH:11]=[CH:10][C:8]=3[Se:9][C:5]=2[C:4](=[O:14])[NH:3][N:2]=1.[C:15](=O)([O-])[O-].[K+].[K+].IC. (9) Given the product [OH:57][C:54]1[CH:53]=[CH:52][C:51]([CH:46]2[CH2:47][CH2:48][C:49]3[C:50]([OH:2])=[CH:41][CH:42]=[C:43]([O:59][C:60]4[CH:61]=[CH:62][C:63]([O:64][CH2:65][CH2:66][N:67]5[CH2:72][CH2:71][CH2:70][CH2:69][CH2:68]5)=[CH:73][CH:74]=4)[C:44]=3[CH2:45]2)=[CH:56][CH:55]=1, predict the reactants needed to synthesize it. The reactants are: C[O:2]C1C=C(OC2C=CC(O)=CC=2)C2CC(C3C=CC(OC)=CC=3)CCC=2C=1.Cl.ClCCN1CCCCC1.CO[C:41]1[CH:42]=[C:43]([O:59][C:60]2[CH:74]=[CH:73][C:63]([O:64][CH2:65][CH2:66][N:67]3[CH2:72][CH2:71][CH2:70][CH2:69][CH2:68]3)=[CH:62][CH:61]=2)[C:44]2[CH2:45][CH:46]([C:51]3[CH:56]=[CH:55][C:54]([O:57]C)=[CH:53][CH:52]=3)[CH2:47][CH2:48][C:49]=2[CH:50]=1. (10) The reactants are: [S:1]1[CH:5]=[C:4]([CH:6]=O)[N:3]=[N:2]1.[CH3:8][O:9][C:10]1[CH:17]=[C:16]([O:18][CH3:19])[CH:15]=[CH:14][C:11]=1[CH2:12][NH2:13].C(O[BH-](OC(=O)C)OC(=O)C)(=O)C.[Na+].C(=O)([O-])O.[Na+]. Given the product [CH3:8][O:9][C:10]1[CH:17]=[C:16]([O:18][CH3:19])[CH:15]=[CH:14][C:11]=1[CH2:12][NH:13][CH2:6][C:4]1[N:3]=[N:2][S:1][CH:5]=1, predict the reactants needed to synthesize it.